From a dataset of NCI-60 drug combinations with 297,098 pairs across 59 cell lines. Regression. Given two drug SMILES strings and cell line genomic features, predict the synergy score measuring deviation from expected non-interaction effect. (1) Drug 1: CC1CCC2CC(C(=CC=CC=CC(CC(C(=O)C(C(C(=CC(C(=O)CC(OC(=O)C3CCCCN3C(=O)C(=O)C1(O2)O)C(C)CC4CCC(C(C4)OC)O)C)C)O)OC)C)C)C)OC. Drug 2: CCC1(CC2CC(C3=C(CCN(C2)C1)C4=CC=CC=C4N3)(C5=C(C=C6C(=C5)C78CCN9C7C(C=CC9)(C(C(C8N6C)(C(=O)OC)O)OC(=O)C)CC)OC)C(=O)OC)O.OS(=O)(=O)O. Cell line: A549. Synergy scores: CSS=-5.48, Synergy_ZIP=1.40, Synergy_Bliss=-0.662, Synergy_Loewe=-19.8, Synergy_HSA=-4.55. (2) Drug 1: CNC(=O)C1=NC=CC(=C1)OC2=CC=C(C=C2)NC(=O)NC3=CC(=C(C=C3)Cl)C(F)(F)F. Drug 2: CC1C(C(CC(O1)OC2CC(CC3=C2C(=C4C(=C3O)C(=O)C5=C(C4=O)C(=CC=C5)OC)O)(C(=O)CO)O)N)O.Cl. Cell line: MOLT-4. Synergy scores: CSS=66.9, Synergy_ZIP=2.51, Synergy_Bliss=1.66, Synergy_Loewe=2.23, Synergy_HSA=5.27. (3) Drug 1: CC1=C(C(CCC1)(C)C)C=CC(=CC=CC(=CC(=O)O)C)C. Drug 2: CC1=C(C(=O)C2=C(C1=O)N3CC4C(C3(C2COC(=O)N)OC)N4)N. Cell line: HS 578T. Synergy scores: CSS=18.8, Synergy_ZIP=0.407, Synergy_Bliss=2.44, Synergy_Loewe=5.91, Synergy_HSA=6.89.